Dataset: Forward reaction prediction with 1.9M reactions from USPTO patents (1976-2016). Task: Predict the product of the given reaction. (1) Given the reactants C([O:8][C:9](=O)[C@@H:10]([CH3:19])[NH:11][C:12]([O:14][C:15]([CH3:18])([CH3:17])[CH3:16])=[O:13])C1C=CC=CC=1.[C:21]([O:35][CH2:36][C:37]1[CH:42]=[CH:41][CH:40]=[CH:39][CH:38]=1)(=[O:34])/[CH:22]=[CH:23]/[C:24]([O:26][CH2:27][C:28]1[CH:33]=[CH:32][CH:31]=[CH:30][CH:29]=1)=[O:25], predict the reaction product. The product is: [C:15]([O:14][C:12]([N:11]1[CH:10]([CH3:19])[C:9](=[O:8])[CH:23]([C:24]([O:26][CH2:27][C:28]2[CH:33]=[CH:32][CH:31]=[CH:30][CH:29]=2)=[O:25])[CH:22]1[C:21]([O:35][CH2:36][C:37]1[CH:42]=[CH:41][CH:40]=[CH:39][CH:38]=1)=[O:34])=[O:13])([CH3:18])([CH3:17])[CH3:16]. (2) Given the reactants [NH2:1][C:2]1[N:7]=[CH:6][N:5]=[C:4]2[N:8]([CH2:12][CH:13]3[CH2:22][C:21]4[C:16](=[C:17]([CH3:23])[CH:18]=[CH:19][CH:20]=4)[C:15](=[O:24])[N:14]3[C:25]3[CH:30]=[CH:29][CH:28]=[CH:27][C:26]=3[CH3:31])[N:9]=[C:10](I)[C:3]=12.[F:32][C:33]1[CH:34]=[C:35](B(O)O)[CH:36]=[C:37]([OH:39])[CH:38]=1.C([O-])([O-])=O.[Na+].[Na+], predict the reaction product. The product is: [NH2:1][C:2]1[N:7]=[CH:6][N:5]=[C:4]2[N:8]([CH2:12][CH:13]3[CH2:22][C:21]4[C:16](=[C:17]([CH3:23])[CH:18]=[CH:19][CH:20]=4)[C:15](=[O:24])[N:14]3[C:25]3[CH:30]=[CH:29][CH:28]=[CH:27][C:26]=3[CH3:31])[N:9]=[C:10]([C:35]3[CH:36]=[C:37]([OH:39])[CH:38]=[C:33]([F:32])[CH:34]=3)[C:3]=12.